This data is from Full USPTO retrosynthesis dataset with 1.9M reactions from patents (1976-2016). The task is: Predict the reactants needed to synthesize the given product. (1) Given the product [N:17]1[CH:18]=[CH:19][CH:20]=[CH:21][C:16]=1[N:13]1[CH2:14][CH2:15][N:10]([C:6]2[CH:5]=[C:4]([NH2:1])[CH:9]=[CH:8][CH:7]=2)[CH2:11][CH2:12]1, predict the reactants needed to synthesize it. The reactants are: [N+:1]([C:4]1[CH:5]=[C:6]([N:10]2[CH2:15][CH2:14][N:13]([C:16]3[CH:21]=[CH:20][CH:19]=[CH:18][N:17]=3)[CH2:12][CH2:11]2)[CH:7]=[CH:8][CH:9]=1)([O-])=O. (2) Given the product [I:1][C:2]1[CH:3]=[C:12]([CH2:13][C:21]([NH:19][CH2:18][CH2:25][O:24][CH3:23])=[O:22])[CH:8]=[CH:7][CH:6]=1, predict the reactants needed to synthesize it. The reactants are: [I:1][CH:2]([C:6]1C=CC=[CH:8][CH:7]=1)[C:3](O)=O.[C:12](Cl)(=O)[C:13](Cl)=O.[CH3:18][N:19]([CH:21]=[O:22])C.[CH3:23][O:24][CH2:25]CN.